This data is from Full USPTO retrosynthesis dataset with 1.9M reactions from patents (1976-2016). The task is: Predict the reactants needed to synthesize the given product. Given the product [CH:7]1([NH:12][CH2:2][C:3]([O:5][CH3:6])=[O:4])[CH2:11][CH2:10][CH2:9][CH2:8]1, predict the reactants needed to synthesize it. The reactants are: Br[CH2:2][C:3]([O:5][CH3:6])=[O:4].[CH:7]1([NH2:12])[CH2:11][CH2:10][CH2:9][CH2:8]1.C(N(CC)CC)C.